Predict the reactants needed to synthesize the given product. From a dataset of Full USPTO retrosynthesis dataset with 1.9M reactions from patents (1976-2016). (1) Given the product [O:19]1[C@@H:14]([CH2:13][N:12]2[CH2:11][CH2:10][N:1]([C:2]3[CH:3]=[C:4]([CH3:8])[CH:5]=[CH:6][CH:7]=3)[CH2:25][CH2:24]2)[CH2:15][O:16][C:17]2[CH:23]=[CH:22][CH:21]=[CH:20][C:18]1=2, predict the reactants needed to synthesize it. The reactants are: [NH2:1][C:2]1[CH:7]=[CH:6][CH:5]=[C:4]([CH3:8])[CH:3]=1.Cl[CH2:10][CH2:11][N:12]([CH2:24][CH2:25]Cl)[CH2:13][C@@H:14]1[O:19][C:18]2[CH:20]=[CH:21][CH:22]=[CH:23][C:17]=2[O:16][CH2:15]1. (2) Given the product [C:1]([O:5][C:6](=[O:7])[NH:8][CH2:9][CH:10]1[CH2:11][CH2:12][S:24]1)([CH3:2])([CH3:3])[CH3:4], predict the reactants needed to synthesize it. The reactants are: [C:1]([O:5][C:6]([NH:8][CH2:9][CH:10](OS(C)(=O)=O)[CH2:11][CH2:12]OS(C)(=O)=O)=[O:7])([CH3:4])([CH3:3])[CH3:2].O.[S-2:24].[Na+].[Na+]. (3) Given the product [NH2:27][C:26]1[C:20]2[S:19](=[O:35])(=[O:34])[N:18]=[C:17]([C:8]3[C:7](=[O:36])[N:6]([NH:5][CH2:4][CH:1]4[CH2:3][CH2:2]4)[C:15]4[C:10]([C:9]=3[OH:16])=[CH:11][CH:12]=[CH:13][CH:14]=4)[NH:22][C:21]=2[CH:23]=[CH:24][C:25]=1[O:30][CH2:31][C:32]#[N:33], predict the reactants needed to synthesize it. The reactants are: [CH:1]1([CH2:4][NH:5][N:6]2[C:15]3[C:10](=[CH:11][CH:12]=[CH:13][CH:14]=3)[C:9]([OH:16])=[C:8]([C:17]3[NH:22][C:21]4[CH:23]=[CH:24][C:25]([O:30][CH2:31][C:32]#[N:33])=[C:26]([N+:27]([O-])=O)[C:20]=4[S:19](=[O:35])(=[O:34])[N:18]=3)[C:7]2=[O:36])[CH2:3][CH2:2]1.[Cl-].[NH4+]. (4) Given the product [CH3:11][C:3]1[CH:4]=[C:5]([N+:8]([O-:10])=[O:9])[CH:6]=[CH:7][C:2]=1[N:19]1[CH2:24][CH2:23][O:22][CH2:21][CH2:20]1, predict the reactants needed to synthesize it. The reactants are: F[C:2]1[CH:7]=[CH:6][C:5]([N+:8]([O-:10])=[O:9])=[CH:4][C:3]=1[CH3:11].C(N(CC)CC)C.[NH:19]1[CH2:24][CH2:23][O:22][CH2:21][CH2:20]1. (5) Given the product [O:9]1[C:4]2[C:5](=[CH:6][CH:1]=[CH:2][CH:3]=2)[CH:7]=[C:11]([C:10]#[N:13])[CH2:12]1, predict the reactants needed to synthesize it. The reactants are: [CH:1]1[CH:6]=[C:5]([CH:7]=O)[C:4]([OH:9])=[CH:3][CH:2]=1.[C:10](#[N:13])[CH:11]=[CH2:12].C1N2CCN(CC2)C1. (6) Given the product [OH:1][C:2]1[CH:30]=[CH:29][C:5]([CH2:6][C@H:7]2[C@H:15]([OH:14])[C@@H:11]([NH:12][CH2:17][C:18]3[CH:23]=[CH:22][CH:21]=[C:20]([CH:24]([CH3:26])[CH3:25])[CH:19]=3)[CH2:10][S:9](=[O:28])(=[O:27])[CH2:8]2)=[CH:4][C:3]=1[CH2:31][OH:32], predict the reactants needed to synthesize it. The reactants are: [OH:1][C:2]1[CH:30]=[CH:29][C:5]([CH2:6][C@H:7]2[C@H:15]3[C@@H:11]([N:12]([CH2:17][C:18]4[CH:23]=[CH:22][CH:21]=[C:20]([CH:24]([CH3:26])[CH3:25])[CH:19]=4)C(=O)[O:14]3)[CH2:10][S:9](=[O:28])(=[O:27])[CH2:8]2)=[CH:4][C:3]=1[CH2:31][OH:32].N.